From a dataset of Acute oral toxicity (LD50) regression data from Zhu et al.. Regression/Classification. Given a drug SMILES string, predict its toxicity properties. Task type varies by dataset: regression for continuous values (e.g., LD50, hERG inhibition percentage) or binary classification for toxic/non-toxic outcomes (e.g., AMES mutagenicity, cardiotoxicity, hepatotoxicity). Dataset: ld50_zhu. (1) The molecule is CCC1=CSC(S)N1. The rat oral LD50 is 3.62, given as -log10 of the dose in mol/kg body weight (higher means more acutely toxic). (2) The molecule is CNC(=O)ON=C1SCOC1C. The rat oral LD50 is 4.20, given as -log10 of the dose in mol/kg body weight (higher means more acutely toxic). (3) The drug is CON(C)C(=O)Nc1ccc(Br)cc1. The rat oral LD50 is 2.11, given as -log10 of the dose in mol/kg body weight (higher means more acutely toxic). (4) The drug is CC(=O)OCC(COc1ccccc1)OC(C)=O. The rat oral LD50 is 1.68, given as -log10 of the dose in mol/kg body weight (higher means more acutely toxic).